Dataset: Reaction yield outcomes from USPTO patents with 853,638 reactions. Task: Predict the reaction yield, written as a fraction of the theoretical maximum amount of product (1.0 means a 100% yield; for example, 0.34 means a 34% yield). (1) The reactants are Br[C:2]1[CH:3]=[C:4]([NH:9][C:10]2[N:15]=[C:14]([CH:16]([CH3:18])[CH3:17])[CH:13]=[CH:12][N:11]=2)[CH:5]=[C:6]([CH3:8])[CH:7]=1.[B:19]1([B:19]2[O:23][C:22]([CH3:25])([CH3:24])[C:21]([CH3:27])([CH3:26])[O:20]2)[O:23][C:22]([CH3:25])([CH3:24])[C:21]([CH3:27])([CH3:26])[O:20]1.[C:37]([O-])(=O)C.[K+]. The catalyst is CS(C)=O. The product is [CH2:8]([C:6]1[CH:5]=[C:4]([NH:9][C:10]2[N:15]=[C:14]([CH:16]([CH3:18])[CH3:17])[CH:13]=[CH:12][N:11]=2)[CH:3]=[C:2]([B:19]2[O:23][C:22]([CH3:25])([CH3:24])[C:21]([CH3:27])([CH3:26])[O:20]2)[CH:7]=1)[CH3:37]. The yield is 0.432. (2) The reactants are [C:1]([O:4][C:5]1[C:6]([CH3:28])=[C:7]2[C:12](=[C:13]([CH3:16])[C:14]=1[CH3:15])[O:11][C:10]([CH2:18][O:19][C:20]1[CH:26]=[CH:25][C:23]([NH2:24])=[CH:22][CH:21]=1)([CH3:17])[CH2:9][C:8]2=[O:27])(=[O:3])[CH3:2].CC(N(C)C)=O.[Cl:35][C:36]1[CH:44]=[CH:43][C:42]([N+:45]([O-:47])=[O:46])=[CH:41][C:37]=1[C:38](Cl)=[O:39]. The catalyst is CO. The product is [C:1]([O:4][C:5]1[C:6]([CH3:28])=[C:7]2[C:12](=[C:13]([CH3:16])[C:14]=1[CH3:15])[O:11][C:10]([CH2:18][O:19][C:20]1[CH:21]=[CH:22][C:23]([NH:24][C:38]([C:37]3[CH:41]=[C:42]([N+:45]([O-:47])=[O:46])[CH:43]=[CH:44][C:36]=3[Cl:35])=[O:39])=[CH:25][CH:26]=1)([CH3:17])[CH2:9][C:8]2=[O:27])(=[O:3])[CH3:2]. The yield is 0.430. (3) The product is [NH2:11][C:7]1[C:6]2[C:2]([C:20]3[CH:21]=[C:22]4[C:26](=[CH:27][CH:28]=3)[N:25]([C:29]([O:31][C:32]([CH3:35])([CH3:34])[CH3:33])=[O:30])[CH2:24][CH2:23]4)=[CH:3][S:4][C:5]=2[CH:10]=[CH:9][N:8]=1. The reactants are Br[C:2]1[C:6]2[C:7]([NH2:11])=[N:8][CH:9]=[CH:10][C:5]=2[S:4][CH:3]=1.CC1(C)C(C)(C)OB([C:20]2[CH:21]=[C:22]3[C:26](=[CH:27][CH:28]=2)[N:25]([C:29]([O:31][C:32]([CH3:35])([CH3:34])[CH3:33])=[O:30])[CH2:24][CH2:23]3)O1.C(=O)([O-])[O-].[K+].[K+]. The catalyst is C1C=CC(P(C2C=CC=CC=2)[C-]2C=CC=C2)=CC=1.C1C=CC(P(C2C=CC=CC=2)[C-]2C=CC=C2)=CC=1.Cl[Pd]Cl.[Fe+2].C(Cl)Cl.O1CCOCC1. The yield is 0.930.